From a dataset of Reaction yield outcomes from USPTO patents with 853,638 reactions. Predict the reaction yield, written as a fraction of the theoretical maximum amount of product (1.0 means a 100% yield; for example, 0.34 means a 34% yield). (1) The reactants are [Br:1][C:2]1[N:3]([C:8]2[C:17]3[C:12](=[CH:13][CH:14]=[CH:15][CH:16]=3)[C:11]([CH:18]3[CH2:20][CH2:19]3)=[CH:10][CH:9]=2)[C:4]([SH:7])=[N:5][N:6]=1.Br[C:22]([CH3:29])([CH3:28])[C:23]([O:25][CH2:26][CH3:27])=[O:24].C(N(C(C)C)CC)(C)C. The catalyst is CN(C=O)C. The product is [Br:1][C:2]1[N:3]([C:8]2[C:17]3[C:12](=[CH:13][CH:14]=[CH:15][CH:16]=3)[C:11]([CH:18]3[CH2:20][CH2:19]3)=[CH:10][CH:9]=2)[C:4]([S:7][C:22]([CH3:29])([CH3:28])[C:23]([O:25][CH2:26][CH3:27])=[O:24])=[N:5][N:6]=1. The yield is 0.910. (2) The reactants are [F:1][C:2]1[CH:6]=[N:5][N:4]([CH3:7])[C:3]=1[C:8]1[CH:9]=[C:10]([NH2:16])[CH:11]=[CH:12][C:13]=1[O:14][CH3:15].[CH3:17][O:18][C:19]1[CH:24]=[CH:23][C:22]([N:25]=[C:26]=[O:27])=[CH:21][CH:20]=1. No catalyst specified. The product is [F:1][C:2]1[CH:6]=[N:5][N:4]([CH3:7])[C:3]=1[C:8]1[CH:9]=[C:10]([NH:16][C:26]([NH:25][C:22]2[CH:23]=[CH:24][C:19]([O:18][CH3:17])=[CH:20][CH:21]=2)=[O:27])[CH:11]=[CH:12][C:13]=1[O:14][CH3:15]. The yield is 0.290.